From a dataset of NCI-60 drug combinations with 297,098 pairs across 59 cell lines. Regression. Given two drug SMILES strings and cell line genomic features, predict the synergy score measuring deviation from expected non-interaction effect. Drug 1: C1=CC(=CC=C1C#N)C(C2=CC=C(C=C2)C#N)N3C=NC=N3. Drug 2: CC(C)(C#N)C1=CC(=CC(=C1)CN2C=NC=N2)C(C)(C)C#N. Cell line: NCI-H522. Synergy scores: CSS=-3.60, Synergy_ZIP=0.788, Synergy_Bliss=-1.89, Synergy_Loewe=-4.27, Synergy_HSA=-3.99.